This data is from Full USPTO retrosynthesis dataset with 1.9M reactions from patents (1976-2016). The task is: Predict the reactants needed to synthesize the given product. (1) Given the product [NH2:19][C:15]1[CH:14]=[C:13]([CH:10]2[CH2:11][CH2:12][N:7]([CH2:1][CH2:2][CH2:3][CH2:4][CH2:5][CH3:6])[CH2:8][CH2:9]2)[CH:18]=[CH:17][CH:16]=1, predict the reactants needed to synthesize it. The reactants are: [CH2:1]([N:7]1[CH2:12][CH2:11][CH:10]([C:13]2[CH:18]=[CH:17][CH:16]=[C:15]([NH:19]C(=O)C(O)(C)C)[CH:14]=2)[CH2:9][CH2:8]1)[CH2:2][CH2:3][CH2:4][CH2:5][CH3:6].Cl. (2) The reactants are: C(=O)([O-])[O-].[Cs+].[Cs+].[OH:7][C:8]1[CH:9]=[C:10]([S:27]([N:30]([CH2:36][C:37]2[CH:42]=[CH:41][C:40]([O:43][CH3:44])=[CH:39][CH:38]=2)[C:31]2[S:32][CH:33]=[CH:34][N:35]=2)(=[O:29])=[O:28])[CH:11]=[CH:12][C:13]=1[NH:14][C:15]1[CH:20]=[CH:19][C:18]([C:21]([F:24])([F:23])[F:22])=[CH:17][C:16]=1[O:25][CH3:26].Cl[CH2:46][C:47](Cl)=[O:48].O. Given the product [CH3:26][O:25][C:16]1[CH:17]=[C:18]([C:21]([F:22])([F:23])[F:24])[CH:19]=[CH:20][C:15]=1[N:14]1[C:47](=[O:48])[CH2:46][O:7][C:8]2[CH:9]=[C:10]([S:27]([N:30]([CH2:36][C:37]3[CH:38]=[CH:39][C:40]([O:43][CH3:44])=[CH:41][CH:42]=3)[C:31]3[S:32][CH:33]=[CH:34][N:35]=3)(=[O:29])=[O:28])[CH:11]=[CH:12][C:13]1=2, predict the reactants needed to synthesize it. (3) The reactants are: [Br:1][C:2]1[CH:3]=[C:4]2[C:9](=[CH:10][CH:11]=1)[N:8]=[CH:7][NH:6][C:5]2=O.CCN(C1C=CC=CC=1)CC.O=P(Cl)(Cl)[Cl:26]. Given the product [Br:1][C:2]1[CH:3]=[C:4]2[C:9](=[CH:10][CH:11]=1)[N:8]=[CH:7][N:6]=[C:5]2[Cl:26], predict the reactants needed to synthesize it.